Dataset: Catalyst prediction with 721,799 reactions and 888 catalyst types from USPTO. Task: Predict which catalyst facilitates the given reaction. (1) Reactant: [F:1][C:2]1[CH:7]=[CH:6][C:5]([CH:8]([CH3:13])[C:9]([O:11][CH3:12])=[O:10])=[CH:4][CH:3]=1.C[Si](C)(C)[N-][Si](C)(C)C.[Li+].C[Si](C)(C)N[Si](C)(C)C.[CH2:33]([Li])CCC.CCCCCC.BrC[CH2:46][C:47]([CH3:50])([CH3:49])[CH3:48]. Product: [F:1][C:2]1[CH:3]=[CH:4][C:5]([C:8]([CH3:33])([CH2:13][CH2:46][C:47]([CH3:50])([CH3:49])[CH3:48])[C:9]([O:11][CH3:12])=[O:10])=[CH:6][CH:7]=1. The catalyst class is: 7. (2) Reactant: C[O:2][C:3]1[CH:4]=[C:5]([NH:11][CH2:12][CH:13]2[C@:22]3([CH3:23])[C@H:17]([C:18]([CH3:25])([CH3:24])[CH2:19][CH2:20][CH2:21]3)[CH2:16][CH2:15][C@@:14]2([CH3:27])[OH:26])[CH:6]=[C:7]([O:9][CH3:10])[CH:8]=1. Product: [OH:2][C:3]1[CH:4]=[C:5]([NH:11][CH2:12][CH:13]2[C@:22]3([CH3:23])[C@H:17]([C:18]([CH3:25])([CH3:24])[CH2:19][CH2:20][CH2:21]3)[CH2:16][CH2:15][C@@:14]2([CH3:27])[OH:26])[CH:6]=[C:7]([O:9][CH3:10])[CH:8]=1. The catalyst class is: 3.